This data is from Full USPTO retrosynthesis dataset with 1.9M reactions from patents (1976-2016). The task is: Predict the reactants needed to synthesize the given product. (1) The reactants are: [OH:1][CH2:2][CH2:3][C:4]1[CH:11]=[CH:10][C:7]([C:8]#[N:9])=[CH:6][CH:5]=1.CC(OI1(OC(C)=O)(OC(C)=O)OC(=O)C2C=CC=CC1=2)=O.[O-]S([O-])(=S)=O.[Na+].[Na+]. Given the product [O:1]=[CH:2][CH2:3][C:4]1[CH:11]=[CH:10][C:7]([C:8]#[N:9])=[CH:6][CH:5]=1, predict the reactants needed to synthesize it. (2) Given the product [Cl:19][CH2:20][C:21]([NH:4][C:3]1[C:5]([CH3:9])=[CH:6][CH:7]=[CH:8][C:2]=1[CH3:1])=[O:22], predict the reactants needed to synthesize it. The reactants are: [CH3:1][C:2]1[CH:8]=[CH:7][CH:6]=[C:5]([CH3:9])[C:3]=1[NH2:4].CCN(C(C)C)C(C)C.[Cl:19][CH2:20][C:21](Cl)=[O:22].C(OCC)(=O)C. (3) Given the product [Si:27]([O:13][C@H:12]([CH2:14][CH2:15][CH2:16][CH2:17][CH2:18][CH3:19])[CH2:11]/[CH:10]=[CH:9]\[CH2:8][CH2:7][CH2:6][CH2:5][CH2:4][CH2:3][CH2:2][C:1]([O:21][CH3:22])=[O:20])([C:23]([CH3:26])([CH3:25])[CH3:24])([C:29]1[CH:10]=[CH:9][CH:8]=[CH:7][CH:6]=1)[C:28]1[CH:5]=[CH:4][CH:3]=[CH:2][CH:1]=1, predict the reactants needed to synthesize it. The reactants are: [C:1]([O:21][CH3:22])(=[O:20])[CH2:2][CH2:3][CH2:4][CH2:5][CH2:6][CH2:7][CH2:8]/[CH:9]=[CH:10]\[CH2:11][C@@H:12]([CH2:14][CH2:15][CH2:16][CH2:17][CH2:18][CH3:19])[OH:13].[C:23]([Si:27](Cl)([CH3:29])[CH3:28])([CH3:26])([CH3:25])[CH3:24]. (4) The reactants are: [CH2:1]([O:3][C:4]([C:6]1[C:7]([OH:26])=[C:8]2[CH:16]=[CH:15][N:14]([CH2:17][C:18]3[CH:23]=[CH:22][C:21]([F:24])=[C:20]([F:25])[CH:19]=3)[C:9]2=[C:10]([C:12]#[N:13])[N:11]=1)=[O:5])[CH3:2].[C:27](OC(=O)C)(=[O:29])[CH3:28]. Given the product [CH2:1]([O:3][C:4]([C:6]1[C:7]([O:26][C:27](=[O:29])[CH3:28])=[C:8]2[CH:16]=[CH:15][N:14]([CH2:17][C:18]3[CH:23]=[CH:22][C:21]([F:24])=[C:20]([F:25])[CH:19]=3)[C:9]2=[C:10]([C:12]#[N:13])[N:11]=1)=[O:5])[CH3:2], predict the reactants needed to synthesize it.